Task: Predict the product of the given reaction.. Dataset: Forward reaction prediction with 1.9M reactions from USPTO patents (1976-2016) (1) The product is: [NH4+:14].[OH-:17].[F:1][C:2]1[CH:3]=[C:4]([C:9]2[N:14]=[C:13]3[C:15]([CH2:18][NH:19][C:20](=[O:23])[O:21][CH3:22])=[CH:16][O:17][C:12]3=[CH:11][CH:10]=2)[CH:5]=[C:6]([F:8])[CH:7]=1. Given the reactants [F:1][C:2]1[CH:3]=[C:4]([C:9]2[N:14]=[C:13]3[C:15]([CH2:18][NH:19][C:20](=[O:23])[O:21][CH3:22])=[CH:16][O:17][C:12]3=[CH:11][CH:10]=2)[CH:5]=[C:6]([F:8])[CH:7]=1.FC1C=C(C2N=C3C(CC(O)=O)=COC3=CC=2)C=C(F)C=1.C(Cl)(=O)C(Cl)=O.[N-]=[N+]=[N-].[Na+], predict the reaction product. (2) Given the reactants [NH2:1][C:2]1[S:3][CH:4]=[C:5]([CH2:7][C:8]([N:10]2[CH2:15][CH2:14][N:13]([CH2:16][C:17](=[O:23])[N:18]3[CH2:22][CH2:21][CH2:20][CH2:19]3)[CH2:12][CH2:11]2)=[O:9])[N:6]=1.[Cl:24][C:25]1[S:29][C:28]([C:30](O)=[O:31])=[CH:27][CH:26]=1, predict the reaction product. The product is: [O:9]=[C:8]([N:10]1[CH2:15][CH2:14][N:13]([CH2:16][C:17](=[O:23])[N:18]2[CH2:19][CH2:20][CH2:21][CH2:22]2)[CH2:12][CH2:11]1)[CH2:7][C:5]1[N:6]=[C:2]([NH:1][C:30]([C:28]2[S:29][C:25]([Cl:24])=[CH:26][CH:27]=2)=[O:31])[S:3][CH:4]=1. (3) Given the reactants [CH2:1]([O:8][C:9]([C:11]1([C:42]([OH:44])=[O:43])[CH2:16][CH2:15][N:14]([CH2:17][C:18]2[CH:23]=[CH:22][C:21]([C:24]3[N:28]=[C:27]([C:29]4[CH:34]=[CH:33][C:32]([C:35]5[CH:40]=[CH:39][CH:38]=[CH:37][CH:36]=5)=[C:31]([F:41])[CH:30]=4)[O:26][N:25]=3)=[CH:20][CH:19]=2)[CH2:13][CH2:12]1)=[O:10])[C:2]1[CH:7]=[CH:6][CH:5]=[CH:4][CH:3]=1.C(=O)([O-])[O-].[K+].[K+].Br[CH2:52][C:53](=[O:58])[C:54]([CH3:57])([CH3:56])[CH3:55], predict the reaction product. The product is: [CH3:55][C:54]([CH3:57])([CH3:56])[C:53](=[O:58])[CH2:52][O:43][C:42]([C:11]1([C:9]([O:8][CH2:1][C:2]2[CH:7]=[CH:6][CH:5]=[CH:4][CH:3]=2)=[O:10])[CH2:16][CH2:15][N:14]([CH2:17][C:18]2[CH:19]=[CH:20][C:21]([C:24]3[N:28]=[C:27]([C:29]4[CH:34]=[CH:33][C:32]([C:35]5[CH:36]=[CH:37][CH:38]=[CH:39][CH:40]=5)=[C:31]([F:41])[CH:30]=4)[O:26][N:25]=3)=[CH:22][CH:23]=2)[CH2:13][CH2:12]1)=[O:44]. (4) Given the reactants [F:1][C:2]1[CH:3]=[CH:4][C:5]([OH:11])=[C:6]([C:8](=O)[CH3:9])[CH:7]=1.Br[CH2:13][C:14]([CH:16]1[CH2:21][CH2:20][CH2:19][CH2:18][CH2:17]1)=[O:15].C(=O)([O-])[O-].[K+].[K+].Cl, predict the reaction product. The product is: [CH:16]1([C:14]([C:13]2[O:11][C:5]3[CH:4]=[CH:3][C:2]([F:1])=[CH:7][C:6]=3[C:8]=2[CH3:9])=[O:15])[CH2:21][CH2:20][CH2:19][CH2:18][CH2:17]1. (5) Given the reactants [C:1]([O:4][C@@:5]1([CH2:39][CH3:40])[C:36]2[CH:35]=[C:34]3[N:11]([CH2:12][C:13]4[C:14]3=[N:15][C:16]3[C:17]5[C:18]=4[N:19]([CH2:29][CH2:30][CH:31]([CH3:33])[CH3:32])[C:20](S(C)=O)=[N:21][C:22]=5[CH:23]=[CH:24][CH:25]=3)[C:10](=[O:37])[C:9]=2[CH2:8][O:7][C:6]1=[O:38])(=[O:3])[CH3:2].[CH2:41]([NH2:45])[CH2:42][CH2:43][CH3:44], predict the reaction product. The product is: [C:1]([O:4][C@@:5]1([CH2:39][CH3:40])[C:36]2[CH:35]=[C:34]3[N:11]([CH2:12][C:13]4[C:14]3=[N:15][C:16]3[C:17]5[C:18]=4[N:19]([CH2:29][CH2:30][CH:31]([CH3:33])[CH3:32])[C:20]([NH:45][CH2:41][CH2:42][CH2:43][CH3:44])=[N:21][C:22]=5[CH:23]=[CH:24][CH:25]=3)[C:10](=[O:37])[C:9]=2[CH2:8][O:7][C:6]1=[O:38])(=[O:3])[CH3:2]. (6) Given the reactants S(OS(C(F)(F)F)(=O)=O)(C(F)(F)F)(=O)=O.[C:16]([O:35][CH2:36][C@H:37](O)[CH3:38])([C:29]1[CH:34]=[CH:33][CH:32]=[CH:31][CH:30]=1)([C:23]1[CH:28]=[CH:27][CH:26]=[CH:25][CH:24]=1)[C:17]1[CH:22]=[CH:21][CH:20]=[CH:19][CH:18]=1.C(N(C(C)C)CC)(C)C.Cl.[CH3:50][O:51][C@@H:52]1[CH2:56][CH2:55][NH:54][CH2:53]1, predict the reaction product. The product is: [CH3:50][O:51][C@@H:52]1[CH2:56][CH2:55][N:54]([C@@H:37]([CH3:38])[CH2:36][O:35][C:16]([C:23]2[CH:28]=[CH:27][CH:26]=[CH:25][CH:24]=2)([C:17]2[CH:18]=[CH:19][CH:20]=[CH:21][CH:22]=2)[C:29]2[CH:34]=[CH:33][CH:32]=[CH:31][CH:30]=2)[CH2:53]1. (7) Given the reactants Br[C:2]1[CH:3]=[C:4]([NH:10][C:11]2[CH:16]=[CH:15][N:14]3[CH:17]=[CH:18][N:19]=[C:13]3[N:12]=2)[C:5](=[O:9])[N:6]([CH3:8])[CH:7]=1.[C:20]([O:23][CH2:24][C:25]1[C:26]([N:34]2[CH2:45][CH2:44][N:43]3[C:36](=[CH:37][C:38]4[CH2:39][C:40]([CH3:47])([CH3:46])[CH2:41][C:42]=43)[C:35]2=[O:48])=[N:27][CH:28]=[CH:29][C:30]=1B(O)O)(=[O:22])[CH3:21].[O-]P([O-])([O-])=O.[K+].[K+].[K+].O.O.O.C([O-])(=O)C.[Na+], predict the reaction product. The product is: [C:20]([O:23][CH2:24][C:25]1[C:26]([N:34]2[CH2:45][CH2:44][N:43]3[C:36](=[CH:37][C:38]4[CH2:39][C:40]([CH3:47])([CH3:46])[CH2:41][C:42]=43)[C:35]2=[O:48])=[N:27][CH:28]=[CH:29][C:30]=1[C:2]1[CH:3]=[C:4]([NH:10][C:11]2[CH:16]=[CH:15][N:14]3[CH:17]=[CH:18][N:19]=[C:13]3[N:12]=2)[C:5](=[O:9])[N:6]([CH3:8])[CH:7]=1)(=[O:22])[CH3:21]. (8) Given the reactants NC1C=CC([C:8]2[C:13]([S:14]([NH2:17])(=[O:16])=[O:15])=[CH:12][CH:11]=[C:10]([NH2:18])[CH:9]=2)=CC=1.[C:19]([C:22]1[CH:27]=[CH:26][C:25]([N:28]=[C:29]=[O:30])=[CH:24][CH:23]=1)(=[O:21])[CH3:20].[K+].[Br-].NC(N)=O, predict the reaction product. The product is: [CH3:20][C:19]([C:22]1[CH:23]=[CH:24][C:25]([NH:28][C:29]([NH:18][C:10]2[CH:11]=[CH:12][C:13]([S:14]([NH2:17])(=[O:15])=[O:16])=[CH:8][CH:9]=2)=[O:30])=[CH:26][CH:27]=1)=[O:21]. (9) Given the reactants [F:1][C:2]1[CH:9]=[C:8]([CH2:10]O)[C:7]([F:12])=[CH:6][C:3]=1[C:4]#[N:5].P(Br)(Br)[Br:14], predict the reaction product. The product is: [F:1][C:2]1[CH:9]=[C:8]([CH2:10][Br:14])[C:7]([F:12])=[CH:6][C:3]=1[C:4]#[N:5].